From a dataset of Forward reaction prediction with 1.9M reactions from USPTO patents (1976-2016). Predict the product of the given reaction. (1) Given the reactants [C:1]1([C:3](=[CH:5][CH:6]=[CH:7][CH:8]=1)[OH:4])[OH:2].[O-]CC.[Mg+2:12].[O-]CC, predict the reaction product. The product is: [C:1]1([C:3](=[CH:5][CH:6]=[CH:7][CH:8]=1)[O-:4])[O-:2].[Mg+2:12]. (2) Given the reactants [NH2:1][OH:2].O.C(N(CC)CC)C.Cl[C:12]([O:14][C:15]1[CH:20]=[CH:19][CH:18]=[CH:17][CH:16]=1)=[O:13], predict the reaction product. The product is: [O:14]([C:12]([NH:1][OH:2])=[O:13])[C:15]1[CH:20]=[CH:19][CH:18]=[CH:17][CH:16]=1.